Dataset: Reaction yield outcomes from USPTO patents with 853,638 reactions. Task: Predict the reaction yield, written as a fraction of the theoretical maximum amount of product (1.0 means a 100% yield; for example, 0.34 means a 34% yield). (1) The reactants are [Br:1][C:2]1[C:3]([CH3:13])=[N:4][C:5]([C:8]2[N:12]=[CH:11][NH:10][N:9]=2)=[CH:6][CH:7]=1.[O:14]1[CH:19]=[CH:18][CH2:17][CH2:16][CH2:15]1. The catalyst is O1CCCC1.C(OCC)(=O)C.CCCCCC.C(O)(C(F)(F)F)=O. The product is [Br:1][C:2]1[C:3]([CH3:13])=[N:4][C:5]([C:8]2[N:12]=[CH:11][N:10]([CH:15]3[CH2:16][CH2:17][CH2:18][CH2:19][O:14]3)[N:9]=2)=[CH:6][CH:7]=1. The yield is 0.420. (2) The reactants are Cl[C:2]1[C:7]([C:8]#[N:9])=[CH:6][CH:5]=[C:4]([CH2:10][CH3:11])[N:3]=1.[CH:12]1([CH2:17][NH:18][CH2:19][CH3:20])[CH2:16][CH2:15][CH2:14][CH2:13]1. No catalyst specified. The product is [CH:12]1([CH2:17][N:18]([CH2:19][CH3:20])[C:2]2[C:7]([C:8]#[N:9])=[CH:6][CH:5]=[C:4]([CH2:10][CH3:11])[N:3]=2)[CH2:16][CH2:15][CH2:14][CH2:13]1. The yield is 0.630.